The task is: Predict the reactants needed to synthesize the given product.. This data is from Full USPTO retrosynthesis dataset with 1.9M reactions from patents (1976-2016). (1) Given the product [Cl:1][C:2]1[N:6]([CH3:7])[N:5]=[C:4]([C:8]2[CH:13]=[CH:12][CH:11]=[CH:10][N:9]=2)[C:3]=1[CH:14]([C:20]1[CH:21]=[CH:22][C:17]([Cl:16])=[CH:18][C:19]=1[CH3:25])[OH:15], predict the reactants needed to synthesize it. The reactants are: [Cl:1][C:2]1[N:6]([CH3:7])[N:5]=[C:4]([C:8]2[CH:13]=[CH:12][CH:11]=[CH:10][N:9]=2)[C:3]=1[CH:14]=[O:15].[Cl:16][C:17]1[CH:22]=[CH:21][C:20]([Mg]Br)=[C:19]([CH3:25])[CH:18]=1.[NH4+].[Cl-]. (2) Given the product [F:18][C:2]1([F:1])[CH2:6][N:5]([C:7]([C:9]2[N:10]=[C:11]([C:14]([N:21]3[CH2:26][C@@H:25]([OH:27])[CH2:24][C@@H:23]([OH:28])[CH2:22]3)=[O:16])[S:12][CH:13]=2)=[O:8])[C@@H:4]([CH3:17])[CH2:3]1, predict the reactants needed to synthesize it. The reactants are: [F:1][C:2]1([F:18])[CH2:6][N:5]([C:7]([C:9]2[N:10]=[C:11]([C:14]([O-:16])=O)[S:12][CH:13]=2)=[O:8])[C@@H:4]([CH3:17])[CH2:3]1.[Li+].Cl.[NH:21]1[CH2:26][C@@H:25]([OH:27])[CH2:24][C@@H:23]([OH:28])[CH2:22]1.CN(C(ON1N=NC2C=CC=NC1=2)=[N+](C)C)C.F[P-](F)(F)(F)(F)F.O. (3) Given the product [C:4]([C:3]1[CH:7]=[CH:8][C:9]([C:11]2[N:16]=[C:15]3[N:17]([CH2:20][C:21]4[CH:22]=[C:23]5[C:28](=[CH:29][CH:30]=4)[N+:27]([O-:31])=[CH:26][CH:25]=[CH:24]5)[N:18]=[N:19][C:14]3=[CH:13][CH:12]=2)=[CH:10][C:2]=1[Cl:1])(=[O:5])[NH2:6], predict the reactants needed to synthesize it. The reactants are: [Cl:1][C:2]1[CH:10]=[C:9]([C:11]2[N:16]=[C:15]3[N:17]([CH2:20][C:21]4[CH:22]=[C:23]5[C:28](=[CH:29][CH:30]=4)[N:27]=[CH:26][CH:25]=[CH:24]5)[N:18]=[N:19][C:14]3=[CH:13][CH:12]=2)[CH:8]=[CH:7][C:3]=1[C:4]([NH2:6])=[O:5].[OH:31]OS([O-])=O.[K+]. (4) Given the product [CH3:29][O:30][C:31]1[CH:51]=[CH:50][C:49]([O:52][CH3:53])=[CH:48][C:32]=1[CH2:33][N:34]([C:1]([NH:7][CH3:5])=[O:4])[C:35]1[CH:40]=[CH:39][CH:38]=[CH:37][C:36]=1[O:41][C:42]1[CH:47]=[CH:46][CH:45]=[CH:44][CH:43]=1, predict the reactants needed to synthesize it. The reactants are: [C:1]([OH:4])(=O)C.[CH2:5]([N:7](CC)CC)C.C1(P(N=[N+]=[N-])(C2C=CC=CC=2)=O)C=CC=CC=1.[CH3:29][O:30][C:31]1[CH:51]=[CH:50][C:49]([O:52][CH3:53])=[CH:48][C:32]=1[CH2:33][NH:34][C:35]1[CH:40]=[CH:39][CH:38]=[CH:37][C:36]=1[O:41][C:42]1[CH:47]=[CH:46][CH:45]=[CH:44][CH:43]=1. (5) Given the product [C:5](#[N:6])[CH2:4][CH2:3]/[CH:2]=[CH:40]\[CH2:39][CH2:38][CH2:37][CH2:36]/[CH:35]=[CH:34]\[CH2:33][CH3:32], predict the reactants needed to synthesize it. The reactants are: Br[CH2:2][CH2:3][CH2:4][C:5]#[N:6].C1(P(C2C=CC=CC=2)C2C=CC=CC=2)C=CC=CC=1.CC(C)([O-])C.[K+].[CH:32](=O)[CH2:33][CH2:34][CH2:35][CH2:36]/[CH:37]=[CH:38]\[CH2:39][CH3:40]. (6) Given the product [OH:16][C:15]1[C:14]2[C:9](=[C:10]([CH3:18])[C:11]([CH3:17])=[CH:12][CH:13]=2)[O:8][C:7](=[O:19])[C:6]=1[C:4]([NH:20][CH2:21][C:22]([OH:24])=[O:23])=[O:5], predict the reactants needed to synthesize it. The reactants are: C(O[C:4]([C:6]1[C:7](=[O:19])[O:8][C:9]2[C:14]([C:15]=1[OH:16])=[CH:13][CH:12]=[C:11]([CH3:17])[C:10]=2[CH3:18])=[O:5])C.[NH2:20][CH2:21][C:22]([O-:24])=[O:23].[Na+]. (7) Given the product [F:30][CH:31]([F:40])[C:32]1[NH:8][C:7]2[CH:6]=[C:5]([C:9]3[C:10]([CH3:15])=[N:11][O:12][C:13]=3[CH3:14])[CH:4]=[C:3]([C:16]([C:18]3[CH:23]=[CH:22][CH:21]=[CH:20][N:19]=3)([C:24]3[CH:29]=[CH:28][CH:27]=[CH:26][N:25]=3)[OH:17])[C:2]=2[N:1]=1, predict the reactants needed to synthesize it. The reactants are: [NH2:1][C:2]1[C:7]([NH2:8])=[CH:6][C:5]([C:9]2[C:10]([CH3:15])=[N:11][O:12][C:13]=2[CH3:14])=[CH:4][C:3]=1[C:16]([C:24]1[CH:29]=[CH:28][CH:27]=[CH:26][N:25]=1)([C:18]1[CH:23]=[CH:22][CH:21]=[CH:20][N:19]=1)[OH:17].[F:30][CH:31]([F:40])[C:32](O[C:32](=O)[CH:31]([F:40])[F:30])=O.C(N(C(C)C)C(C)C)C. (8) Given the product [Cl:27][C:23]1[C:24]([CH3:26])=[CH:25][C:20]([O:19][CH2:18][CH2:17][CH2:16][C:7]2[C:6]3[C:10](=[C:2]([C:34]4[CH:33]=[CH:32][S:31][C:30]=4[CH3:29])[CH:3]=[CH:4][CH:5]=3)[NH:9][C:8]=2[C:11]([O:13][CH2:14][CH3:15])=[O:12])=[CH:21][C:22]=1[CH3:28], predict the reactants needed to synthesize it. The reactants are: Br[C:2]1[CH:3]=[CH:4][CH:5]=[C:6]2[C:10]=1[NH:9][C:8]([C:11]([O:13][CH2:14][CH3:15])=[O:12])=[C:7]2[CH2:16][CH2:17][CH2:18][O:19][C:20]1[CH:25]=[C:24]([CH3:26])[C:23]([Cl:27])=[C:22]([CH3:28])[CH:21]=1.[CH3:29][C:30]1[S:31][CH:32]=[CH:33][C:34]=1B(O)O. (9) Given the product [CH3:12][C:2]1[C:3]([C:6]2[CH:11]=[CH:10][CH:9]=[CH:8][CH:7]=2)=[C:4]([NH2:5])[NH:15][N:14]=1, predict the reactants needed to synthesize it. The reactants are: O=[C:2]([CH3:12])[CH:3]([C:6]1[CH:11]=[CH:10][CH:9]=[CH:8][CH:7]=1)[C:4]#[N:5].O.[NH2:14][NH2:15].C(O)(=O)C.